This data is from Peptide-MHC class I binding affinity with 185,985 pairs from IEDB/IMGT. The task is: Regression. Given a peptide amino acid sequence and an MHC pseudo amino acid sequence, predict their binding affinity value. This is MHC class I binding data. (1) The peptide sequence is NTAIAKCNLD. The MHC is H-2-Kb with pseudo-sequence H-2-Kb. The binding affinity (normalized) is 0. (2) The peptide sequence is DHIPIINTL. The MHC is HLA-A25:01 with pseudo-sequence HLA-A25:01. The binding affinity (normalized) is 0.0847. (3) The peptide sequence is THEANTMAM. The MHC is HLA-A02:16 with pseudo-sequence HLA-A02:16. The binding affinity (normalized) is 0.0847. (4) The peptide sequence is RFDEAIINY. The MHC is HLA-B58:01 with pseudo-sequence HLA-B58:01. The binding affinity (normalized) is 0.0847. (5) The MHC is HLA-A31:01 with pseudo-sequence HLA-A31:01. The peptide sequence is GMDYEEYKSK. The binding affinity (normalized) is 0.313. (6) The peptide sequence is RMFLAMITY. The MHC is HLA-A68:02 with pseudo-sequence HLA-A68:02. The binding affinity (normalized) is 0.